Task: Predict the reactants needed to synthesize the given product.. Dataset: Full USPTO retrosynthesis dataset with 1.9M reactions from patents (1976-2016) (1) Given the product [CH3:1][C@@H:2]1[C:10]2[C:9]([N:11]3[CH2:16][CH2:15][NH:14][CH2:13][CH2:12]3)=[N:8][CH:7]=[N:6][C:5]=2[CH2:4][S:3]1.[ClH:24], predict the reactants needed to synthesize it. The reactants are: [CH3:1][C@@H:2]1[C:10]2[C:9]([N:11]3[CH2:16][CH2:15][N:14](C(OC(C)(C)C)=O)[CH2:13][CH2:12]3)=[N:8][CH:7]=[N:6][C:5]=2[CH2:4][S:3]1.[ClH:24]. (2) Given the product [CH2:1]([NH:3][C:4]1[CH:5]=[N:6][CH:7]=[CH:8][C:9]=1[NH2:10])[CH3:2], predict the reactants needed to synthesize it. The reactants are: [CH2:1]([NH:3][C:4]1[CH:5]=[N+:6]([O-])[CH:7]=[CH:8][C:9]=1[N+:10]([O-])=O)[CH3:2].